This data is from Full USPTO retrosynthesis dataset with 1.9M reactions from patents (1976-2016). The task is: Predict the reactants needed to synthesize the given product. (1) Given the product [Cl:29][C:30]1[CH:35]=[CH:34][CH:33]=[CH:32][C:31]=1[O:36][C:2]1[N:12]=[C:11]([NH:13][C:14]2[CH:19]=[CH:18][C:17]([C:20]([N:22]3[CH2:26][CH2:25][CH2:24][CH2:23]3)=[O:21])=[CH:16][C:15]=2[O:27][CH3:28])[C:5]2=[C:6]([OH:10])[N:7]=[N:8][CH:9]=[C:4]2[CH:3]=1, predict the reactants needed to synthesize it. The reactants are: Cl[C:2]1[N:12]=[C:11]([NH:13][C:14]2[CH:19]=[CH:18][C:17]([C:20]([N:22]3[CH2:26][CH2:25][CH2:24][CH2:23]3)=[O:21])=[CH:16][C:15]=2[O:27][CH3:28])[C:5]2[C:6](=[O:10])[NH:7][N:8]=[CH:9][C:4]=2[CH:3]=1.[Cl:29][C:30]1[CH:35]=[CH:34][CH:33]=[CH:32][C:31]=1[OH:36].CN(C)CC(O)=O.C(=O)([O-])[O-].[Cs+].[Cs+]. (2) Given the product [N:17]1[CH:22]=[CH:21][C:20]([CH2:23][C:24]2[CH:25]=[C:26]([NH:27][C:14]([C:1]3[C:13]4[CH2:12][C:11]5[C:6](=[CH:7][CH:8]=[CH:9][CH:10]=5)[C:5]=4[CH:4]=[CH:3][CH:2]=3)=[O:15])[CH:28]=[CH:29][CH:30]=2)=[CH:19][CH:18]=1, predict the reactants needed to synthesize it. The reactants are: [C:1]1([C:14](O)=[O:15])[C:13]2[CH2:12][C:11]3[C:6](=[CH:7][CH:8]=[CH:9][CH:10]=3)[C:5]=2[CH:4]=[CH:3][CH:2]=1.[N:17]1[CH:22]=[CH:21][C:20]([CH2:23][C:24]2[CH:25]=[C:26]([CH:28]=[CH:29][CH:30]=2)[NH2:27])=[CH:19][CH:18]=1.Cl.C(N=C=NCCCN(C)C)C. (3) Given the product [CH3:14][O:15][C:16]1[CH:17]=[CH:18][C:19]([N:22]2[CH2:27][CH2:26][N:25]([C:3]3[NH:12][C:11](=[O:13])[C:10]4[CH2:9][CH2:8][CH2:7][CH2:6][C:5]=4[N:4]=3)[CH2:24][C:23]2=[O:28])=[CH:20][CH:21]=1, predict the reactants needed to synthesize it. The reactants are: CS[C:3]1[NH:12][C:11](=[O:13])[C:10]2[CH2:9][CH2:8][CH2:7][CH2:6][C:5]=2[N:4]=1.[CH3:14][O:15][C:16]1[CH:21]=[CH:20][C:19]([N:22]2[CH2:27][CH2:26][NH:25][CH2:24][C:23]2=[O:28])=[CH:18][CH:17]=1.